Dataset: Forward reaction prediction with 1.9M reactions from USPTO patents (1976-2016). Task: Predict the product of the given reaction. (1) Given the reactants C1(P(C2C=CC=CC=2)C2C=CC=CC=2)C=CC=CC=1.BrN1C(=O)CCC1=O.[Cl:28][C:29]1[CH:37]=[C:36]2[C:32]([C:33]([C:41]([OH:43])=O)=[CH:34][N:35]2[CH:38]([CH3:40])[CH3:39])=[CH:31][CH:30]=1.[NH2:44][C:45]1[CH:50]=[CH:49][C:48]([C:51]([F:54])([F:53])[F:52])=[CH:47][N:46]=1.C(=O)(O)[O-].[Na+], predict the reaction product. The product is: [F:54][C:51]([F:52])([F:53])[C:48]1[CH:49]=[CH:50][C:45]([NH:44][C:41]([C:33]2[C:32]3[C:36](=[CH:37][C:29]([Cl:28])=[CH:30][CH:31]=3)[N:35]([CH:38]([CH3:39])[CH3:40])[CH:34]=2)=[O:43])=[N:46][CH:47]=1. (2) Given the reactants [C:1]([NH:4][C:5]1[C:14]([F:15])=[C:13](F)[C:12]([CH3:17])=[C:11]2[C:6]=1[C:7](=[O:25])[C:8]([C:22]([OH:24])=[O:23])=[CH:9][N:10]2[C@@H:18]1[CH2:20][C@@H:19]1[F:21])(=[O:3])[CH3:2].[C:26]([O:30][C:31]([NH:33][C:34]1([C@H:37]2[CH2:41][NH:40][CH2:39][C@H:38]2[F:42])[CH2:36][CH2:35]1)=[O:32])([CH3:29])([CH3:28])[CH3:27].CN1CCCCC1, predict the reaction product. The product is: [C:1]([NH:4][C:5]1[C:14]([F:15])=[C:13]([N:40]2[CH2:41][C@H:37]([C:34]3([NH:33][C:31]([O:30][C:26]([CH3:28])([CH3:27])[CH3:29])=[O:32])[CH2:35][CH2:36]3)[C@H:38]([F:42])[CH2:39]2)[C:12]([CH3:17])=[C:11]2[C:6]=1[C:7](=[O:25])[C:8]([C:22]([OH:24])=[O:23])=[CH:9][N:10]2[C@@H:18]1[CH2:20][C@@H:19]1[F:21])(=[O:3])[CH3:2]. (3) Given the reactants Cl.[NH2:2][CH2:3][CH2:4][NH:5][C:6](=[O:14])[C:7]1[CH:12]=[CH:11][C:10]([Cl:13])=[CH:9][CH:8]=1.[F:15][C:16]1[CH:24]=[C:23]([OH:25])[CH:22]=[CH:21][C:17]=1[C:18](O)=[O:19].Cl.C(N=C=NCCCN(C)C)C.O.ON1C2C=CC=CC=2N=N1, predict the reaction product. The product is: [Cl:13][C:10]1[CH:11]=[CH:12][C:7]([C:6]([NH:5][CH2:4][CH2:3][NH:2][C:18](=[O:19])[C:17]2[CH:21]=[CH:22][C:23]([OH:25])=[CH:24][C:16]=2[F:15])=[O:14])=[CH:8][CH:9]=1. (4) Given the reactants [NH2:1][C@H:2]([C:18]([N:20]([O:22][CH3:23])[CH3:21])=[O:19])[CH2:3][C:4]1[CH:9]=[CH:8][C:7]([NH:10][C:11](=[O:17])[O:12][C:13]([CH3:16])([CH3:15])[CH3:14])=[CH:6][CH:5]=1.CCN(C(C)C)C(C)C.[CH2:33]([O:40][C:41](Cl)=[O:42])[C:34]1[CH:39]=[CH:38][CH:37]=[CH:36][CH:35]=1.CCOC(C)=O, predict the reaction product. The product is: [C:13]([O:12][C:11]([NH:10][C:7]1[CH:8]=[CH:9][C:4]([CH2:3][C@H:2]([NH:1][C:41](=[O:42])[O:40][CH2:33][C:34]2[CH:39]=[CH:38][CH:37]=[CH:36][CH:35]=2)[C:18]([N:20]([O:22][CH3:23])[CH3:21])=[O:19])=[CH:5][CH:6]=1)=[O:17])([CH3:14])([CH3:15])[CH3:16]. (5) Given the reactants CC1C=CC(S(O[CH2:12][CH:13]2[O:18][C:17]3[CH:19]=[C:20]([F:23])[CH:21]=[CH:22][C:16]=3[O:15][CH2:14]2)(=O)=O)=CC=1.[NH:24]1[CH2:27][CH2:26][CH2:25]1, predict the reaction product. The product is: [F:23][C:20]1[CH:21]=[CH:22][C:16]2[O:15][CH2:14][CH:13]([CH2:12][N:24]3[CH2:27][CH2:26][CH2:25]3)[O:18][C:17]=2[CH:19]=1. (6) Given the reactants [CH3:1][C:2]1([CH3:19])[O:6][CH:5]([CH2:7]OS(C2C=CC(C)=CC=2)(=O)=O)[CH2:4][O:3]1.[CH3:20][NH:21][CH3:22], predict the reaction product. The product is: [CH3:1][C:2]1([CH3:19])[O:6][CH:5]([CH2:7][N:21]([CH3:22])[CH3:20])[CH2:4][O:3]1.